This data is from Reaction yield outcomes from USPTO patents with 853,638 reactions. The task is: Predict the reaction yield, written as a fraction of the theoretical maximum amount of product (1.0 means a 100% yield; for example, 0.34 means a 34% yield). (1) The reactants are [Br:1][C:2]1[CH:3]=[C:4]2[C:9](=[CH:10][CH:11]=1)[N:8]=[CH:7][C:6]([C:12](=[O:15])[CH2:13][CH3:14])=[C:5]2Cl.[NH2:17][C:18]1[CH:19]=[CH:20][C:21]([N:24]2[CH2:28][CH2:27][CH:26]([NH:29][C:30](=[O:36])[O:31][C:32]([CH3:35])([CH3:34])[CH3:33])[CH2:25]2)=[N:22][CH:23]=1. No catalyst specified. The product is [Br:1][C:2]1[CH:3]=[C:4]2[C:9](=[CH:10][CH:11]=1)[N:8]=[CH:7][C:6]([C:12](=[O:15])[CH2:13][CH3:14])=[C:5]2[NH:17][C:18]1[CH:19]=[CH:20][C:21]([N:24]2[CH2:28][CH2:27][CH:26]([NH:29][C:30](=[O:36])[O:31][C:32]([CH3:34])([CH3:33])[CH3:35])[CH2:25]2)=[N:22][CH:23]=1. The yield is 0.610. (2) The reactants are [Cl:1][C:2]1[CH:3]=[CH:4][N:5]2[C:10]=1[C:9](O)=[N:8][C:7]([C:12]1([NH:15][C:16](=[O:22])[O:17][C:18]([CH3:21])([CH3:20])[CH3:19])[CH2:14][CH2:13]1)=[N:6]2.F[P-](F)(F)(F)(F)F.[N:30]1(O[P+](N(C)C)(N(C)C)N(C)C)[C:34]2[CH:35]=[CH:36][CH:37]=[CH:38][C:33]=2[N:32]=N1.C1CCN2C(=NCCC2)CC1.N1C=CC=CC=1CN. The catalyst is C(#N)C. The product is [Cl:1][C:2]1[CH:3]=[CH:4][N:5]2[C:10]=1[C:9]([NH:32][CH2:33][C:38]1[CH:37]=[CH:36][CH:35]=[CH:34][N:30]=1)=[N:8][C:7]([C:12]1([NH:15][C:16](=[O:22])[O:17][C:18]([CH3:21])([CH3:20])[CH3:19])[CH2:14][CH2:13]1)=[N:6]2. The yield is 0.501.